From a dataset of Forward reaction prediction with 1.9M reactions from USPTO patents (1976-2016). Predict the product of the given reaction. (1) The product is: [Br:1][C:2]1[N:7]=[C:6]2[CH:8]=[C:9]([CH2:10][O:11][C@@H:12]3[CH2:16][O:15][C@@H:14]4[C@H:17]([O:20][Si:21]([C:24]([CH3:27])([CH3:26])[CH3:25])([CH3:23])[CH3:22])[CH2:18][O:19][C@H:13]34)[NH:28][C:5]2=[CH:4][C:3]=1[Cl:36]. Given the reactants [Br:1][C:2]1[N:7]=[C:6]([C:8]#[C:9][CH2:10][O:11][C@@H:12]2[CH2:16][O:15][C@@H:14]3[C@H:17]([O:20][Si:21]([C:24]([CH3:27])([CH3:26])[CH3:25])([CH3:23])[CH3:22])[CH2:18][O:19][C@H:13]23)[C:5]([NH:28]C(=O)OC(C)(C)C)=[CH:4][C:3]=1[Cl:36].C1CCN2C(=NCCC2)CC1, predict the reaction product. (2) Given the reactants [OH:1][C:2]1[CH:7]=[CH:6][C:5]([O:8][CH3:9])=[CH:4][C:3]=1[C:10](=[O:12])[CH3:11].[H-].[Na+].Br[CH2:16][CH:17]([CH3:19])[CH3:18], predict the reaction product. The product is: [CH2:16]([O:1][C:2]1[CH:7]=[CH:6][C:5]([O:8][CH3:9])=[CH:4][C:3]=1[C:10](=[O:12])[CH3:11])[CH:17]([CH3:19])[CH3:18]. (3) Given the reactants [OH:1][C@@H:2]1[C@H:6]([OH:7])[C@@H:5]([CH2:8][OH:9])[O:4][C@H:3]1[N:10]1[CH:15]=[CH:14][CH:13]=[N:12][C:11]1=[O:16].[C:23](O[C:23](=[O:27])[CH2:24][CH2:25][CH3:26])(=[O:27])[CH2:24][CH2:25][CH3:26], predict the reaction product. The product is: [C:23]([O:7][C@H:6]1[C@@H:2]([O:1][C:23](=[O:27])[CH2:24][CH2:25][CH3:26])[C@H:3]([N:10]2[CH:15]=[CH:14][CH:13]=[N:12][C:11]2=[O:16])[O:4][C@@H:5]1[CH2:8][O:9][C:23](=[O:27])[CH2:24][CH2:25][CH3:26])(=[O:27])[CH2:24][CH2:25][CH3:26]. (4) Given the reactants [NH:1]1[CH2:4][CH:3]([C:5]2[NH:6][C:7]([C:11]3[CH:12]=[C:13]([CH:28]=[CH:29][C:30]=3[CH3:31])[C:14]([N:16]3[CH2:19][CH:18]([C:20]4[CH:27]=[CH:26][C:23]([C:24]#[N:25])=[CH:22][CH:21]=4)[CH2:17]3)=[O:15])=[C:8]([CH3:10])[N:9]=2)[CH2:2]1.Cl[C:33]([O:35][CH3:36])=[O:34].C(N(CC)CC)C.O, predict the reaction product. The product is: [C:24]([C:23]1[CH:26]=[CH:27][C:20]([CH:18]2[CH2:17][N:16]([C:14]([C:13]3[CH:28]=[CH:29][C:30]([CH3:31])=[C:11]([C:7]4[NH:6][C:5]([CH:3]5[CH2:4][N:1]([C:33]([O:35][CH3:36])=[O:34])[CH2:2]5)=[N:9][C:8]=4[CH3:10])[CH:12]=3)=[O:15])[CH2:19]2)=[CH:21][CH:22]=1)#[N:25]. (5) Given the reactants [Cl:1][C:2]1[CH:3]=[C:4]([CH:25]=[CH:26][C:27]=1[Cl:28])[O:5][C:6]1[CH:11]=[CH:10][CH:9]=[CH:8][C:7]=1[NH:12][S:13]([C:16]1[CH:24]=[CH:23][C:19]([C:20]([OH:22])=O)=[CH:18][CH:17]=1)(=[O:15])=[O:14].[N:29]1[CH:34]=[CH:33][C:32]([CH2:35][CH2:36][N:37]2[CH2:42][CH2:41][NH:40][CH2:39][CH2:38]2)=[CH:31][CH:30]=1, predict the reaction product. The product is: [Cl:1][C:2]1[CH:3]=[C:4]([CH:25]=[CH:26][C:27]=1[Cl:28])[O:5][C:6]1[CH:11]=[CH:10][CH:9]=[CH:8][C:7]=1[NH:12][S:13]([C:16]1[CH:17]=[CH:18][C:19]([C:20]([N:40]2[CH2:41][CH2:42][N:37]([CH2:36][CH2:35][C:32]3[CH:31]=[CH:30][N:29]=[CH:34][CH:33]=3)[CH2:38][CH2:39]2)=[O:22])=[CH:23][CH:24]=1)(=[O:14])=[O:15]. (6) Given the reactants Cl.C[O:3][C:4]1[CH:5]=[C:6]2[C:11](=[CH:12][CH:13]=1)[C:10]([O:14][C:15]1[CH:20]=[CH:19][C:18]([O:21][CH2:22][CH2:23][N:24]3[CH2:29][CH2:28][CH2:27][CH2:26][CH2:25]3)=[CH:17][CH:16]=1)=[C:9]([C:30]1[CH:31]=[C:32]3[C:36](=[CH:37][CH:38]=1)[C:35](=[O:39])[O:34][CH2:33]3)[CH:8]=[CH:7]2.B(Br)(Br)Br.C(=O)(O)[O-].[Na+], predict the reaction product. The product is: [OH:3][C:4]1[CH:5]=[C:6]2[C:11](=[CH:12][CH:13]=1)[C:10]([O:14][C:15]1[CH:16]=[CH:17][C:18]([O:21][CH2:22][CH2:23][N:24]3[CH2:29][CH2:28][CH2:27][CH2:26][CH2:25]3)=[CH:19][CH:20]=1)=[C:9]([C:30]1[CH:31]=[C:32]3[C:36](=[CH:37][CH:38]=1)[C:35](=[O:39])[O:34][CH2:33]3)[CH:8]=[CH:7]2.